From a dataset of Full USPTO retrosynthesis dataset with 1.9M reactions from patents (1976-2016). Predict the reactants needed to synthesize the given product. (1) Given the product [Cl:15][C:16]1[CH:17]=[C:18]([CH:24]=[C:25]([Cl:27])[CH:26]=1)[O:19][CH2:20][C:21]([N:1]1[CH2:2][CH2:3][CH:4]([NH:7][C:8](=[O:14])[O:9][C:10]([CH3:11])([CH3:13])[CH3:12])[CH2:5][CH2:6]1)=[O:22], predict the reactants needed to synthesize it. The reactants are: [NH:1]1[CH2:6][CH2:5][CH:4]([NH:7][C:8](=[O:14])[O:9][C:10]([CH3:13])([CH3:12])[CH3:11])[CH2:3][CH2:2]1.[Cl:15][C:16]1[CH:17]=[C:18]([CH:24]=[C:25]([Cl:27])[CH:26]=1)[O:19][CH2:20][C:21](O)=[O:22].CN1CCOCC1.CCN=C=NCCCN(C)C.Cl. (2) Given the product [CH3:6][S:5][C:3]1[N:1]=[N:2][CH:16]=[C:14]([C:8]2[CH:13]=[CH:12][CH:11]=[CH:10][CH:9]=2)[N:4]=1, predict the reactants needed to synthesize it. The reactants are: [NH:1]([C:3]([S:5][CH3:6])=[NH:4])[NH2:2].O.[C:8]1([C:14]([CH:16]=O)=O)[CH:13]=[CH:12][CH:11]=[CH:10][CH:9]=1.